From a dataset of Reaction yield outcomes from USPTO patents with 853,638 reactions. Predict the reaction yield, written as a fraction of the theoretical maximum amount of product (1.0 means a 100% yield; for example, 0.34 means a 34% yield). (1) The reactants are [Br:1][C:2]1[CH:16]=[C:15]([CH2:17][CH2:18][NH:19][CH2:20][C:21]2[CH:26]=[CH:25][C:24]([C:27]([F:30])([F:29])[F:28])=[CH:23][CH:22]=2)[CH:14]=[CH:13][C:3]=1[O:4][C:5]([CH3:12])([CH3:11])[C:6]([O:8][CH2:9][CH3:10])=[O:7].Cl[C:32]1[N:37]=[CH:36][C:35]([CH2:38][CH3:39])=[CH:34][N:33]=1.CCN(C(C)C)C(C)C. The catalyst is C1(C)C=CC=CC=1. The product is [Br:1][C:2]1[CH:16]=[C:15]([CH2:17][CH2:18][N:19]([C:32]2[N:37]=[CH:36][C:35]([CH2:38][CH3:39])=[CH:34][N:33]=2)[CH2:20][C:21]2[CH:22]=[CH:23][C:24]([C:27]([F:29])([F:28])[F:30])=[CH:25][CH:26]=2)[CH:14]=[CH:13][C:3]=1[O:4][C:5]([CH3:11])([CH3:12])[C:6]([O:8][CH2:9][CH3:10])=[O:7]. The yield is 0.230. (2) The reactants are [OH:1]S(O)(=O)=O.[F:6][C:7]([F:19])([F:18])[C:8]1[CH:13]=[CH:12][C:11]([C:14](O)([CH3:16])[CH3:15])=[CH:10][CH:9]=1.[CH3:20][C:21]#[N:22]. No catalyst specified. The product is [CH3:15][C:14]([NH:22][C:21](=[O:1])[CH3:20])([C:11]1[CH:12]=[CH:13][C:8]([C:7]([F:19])([F:18])[F:6])=[CH:9][CH:10]=1)[CH3:16]. The yield is 0.900. (3) The reactants are [CH:1]1([NH2:4])[CH2:3][CH2:2]1.[Cl:5][C:6]1[N:7]=[C:8]([C:13]([NH:15][CH:16]2[CH2:21][CH2:20][N:19]([C:22]([O:24][C:25]([CH3:28])([CH3:27])[CH3:26])=[O:23])[CH2:18][C:17]2=O)=[O:14])[NH:9][C:10]=1[CH2:11][CH3:12].C([BH3-])#N.[Na+].C(O)(=O)C. The catalyst is O1CCCC1. The product is [Cl:5][C:6]1[N:7]=[C:8]([C:13]([NH:15][C@@H:16]2[CH2:21][CH2:20][N:19]([C:22]([O:24][C:25]([CH3:26])([CH3:28])[CH3:27])=[O:23])[CH2:18][C@H:17]2[NH:4][CH:1]2[CH2:3][CH2:2]2)=[O:14])[NH:9][C:10]=1[CH2:11][CH3:12]. The yield is 0.150. (4) The reactants are [C:1](Cl)(=[O:3])[CH3:2].[N:5]1([C@H:11]2[CH2:14][C@H:13]([O:15][C:16]3[CH:21]=[CH:20][C:19]([C:22]4[S:23][C:24]5[CH2:29][CH2:28][CH2:27][NH:26][C:25]=5[N:30]=4)=[CH:18][CH:17]=3)[CH2:12]2)[CH2:10][CH2:9][CH2:8][CH2:7][CH2:6]1.C(N(CC)CC)C. The catalyst is ClCCl. The product is [C:1]([N:26]1[CH2:27][CH2:28][CH2:29][C:24]2[S:23][C:22]([C:19]3[CH:18]=[CH:17][C:16]([O:15][C@H:13]4[CH2:14][C@H:11]([N:5]5[CH2:10][CH2:9][CH2:8][CH2:7][CH2:6]5)[CH2:12]4)=[CH:21][CH:20]=3)=[N:30][C:25]1=2)(=[O:3])[CH3:2]. The yield is 0.150. (5) The reactants are C1[CH:5]2[C@@H:6]3[CH:10]=[CH:9][C@H:8]([CH:4]2C=C1)[CH2:7]3.C=C[C:13]1[CH:18]=[CH:17][CH:16]=[CH:15][CH:14]=1. The catalyst is C1(C)C=CC=CC=1. The product is [C:13]1([C:6]23[CH2:7][CH:8]([CH2:4][CH2:5]2)[CH:9]=[CH:10]3)[CH:18]=[CH:17][CH:16]=[CH:15][CH:14]=1. The yield is 0.430. (6) The reactants are [C:1]1([CH3:11])[CH:6]=[CH:5][C:4]([S:7](Cl)(=[O:9])=[O:8])=[CH:3][CH:2]=1.[CH3:12][O:13][CH2:14][CH2:15][O:16][CH2:17][CH2:18][O:19][CH2:20][CH2:21][OH:22].O.C(OCC)(=O)C. The catalyst is N1C=CC=CC=1. The product is [CH3:11][C:1]1[CH:6]=[CH:5][C:4]([S:7]([O:22][CH2:21][CH2:20][O:19][CH2:18][CH2:17][O:16][CH2:15][CH2:14][O:13][CH3:12])(=[O:9])=[O:8])=[CH:3][CH:2]=1. The yield is 0.790.